Predict the reaction yield, written as a fraction of the theoretical maximum amount of product (1.0 means a 100% yield; for example, 0.34 means a 34% yield). From a dataset of Reaction yield outcomes from USPTO patents with 853,638 reactions. (1) The reactants are [C:1]1([C@H:7]2[C@@H:11]([C:12]3[CH:17]=[CH:16][CH:15]=[CH:14][CH:13]=3)[O:10][C:9](=[O:18])[NH:8]2)[CH:6]=[CH:5][CH:4]=[CH:3][CH:2]=1.[Li]CCCC.[C:24](Cl)(=[O:29])[CH2:25][CH2:26][CH:27]=[CH2:28]. The catalyst is C1COCC1. The product is [C:24]([N:8]1[C@@H:7]([C:1]2[CH:2]=[CH:3][CH:4]=[CH:5][CH:6]=2)[C@@H:11]([C:12]2[CH:13]=[CH:14][CH:15]=[CH:16][CH:17]=2)[O:10][C:9]1=[O:18])(=[O:29])[CH2:25][CH2:26][CH:27]=[CH2:28]. The yield is 0.670. (2) The reactants are [Br:1][C:2]1[CH:3]=[C:4]([F:14])[CH:5]=[C:6]2[C:10]=1[NH:9][C:8]([C:11]([OH:13])=O)=[CH:7]2.[CH3:15][O:16]NCC1C=CC=CC=1.C1CN([P+](ON2N=N[C:44]3[CH:45]=[CH:46][CH:47]=[CH:48][C:43]2=3)(N2CCCC2)N2CCCC2)CC1.F[P-](F)(F)(F)(F)F.[CH:58]([NH:61]C(C)C)(C)C. The catalyst is C(OCC)(=O)C. The product is [CH3:15][O:16][C:48]1[CH:43]=[C:44]([CH:45]=[CH:46][CH:47]=1)[CH2:58][NH:61][C:11]([C:8]1[NH:9][C:10]2[C:6]([CH:7]=1)=[CH:5][C:4]([F:14])=[CH:3][C:2]=2[Br:1])=[O:13]. The yield is 0.810. (3) The reactants are [C:1]1([N:7]([C:17]2[CH:22]=[CH:21][CH:20]=[CH:19][CH:18]=2)[C:8]2[CH:13]=[CH:12][C:11](B(O)O)=[CH:10][CH:9]=2)[CH:6]=[CH:5][CH:4]=[CH:3][CH:2]=1.[Br:23][C:24]1[CH:25]=[CH:26][C:27](I)=[N:28][CH:29]=1.C([O-])([O-])=O.[Na+].[Na+].O. The catalyst is C1C=CC([P]([Pd]([P](C2C=CC=CC=2)(C2C=CC=CC=2)C2C=CC=CC=2)([P](C2C=CC=CC=2)(C2C=CC=CC=2)C2C=CC=CC=2)[P](C2C=CC=CC=2)(C2C=CC=CC=2)C2C=CC=CC=2)(C2C=CC=CC=2)C2C=CC=CC=2)=CC=1.C1COCC1. The product is [Br:23][C:24]1[CH:25]=[CH:26][C:27]([C:11]2[CH:12]=[CH:13][C:8]([N:7]([C:1]3[CH:6]=[CH:5][CH:4]=[CH:3][CH:2]=3)[C:17]3[CH:22]=[CH:21][CH:20]=[CH:19][CH:18]=3)=[CH:9][CH:10]=2)=[N:28][CH:29]=1. The yield is 0.980. (4) The yield is 0.890. The product is [CH2:27]([N:26]([CH2:21][CH2:22][CH:23]([CH3:25])[CH3:24])[C:17]([C:14]1[CH:15]=[CH:16][N:11]2[N:10]=[C:9]([C:6]3[CH:5]=[CH:4][C:3]([O:2][CH3:1])=[CH:8][CH:7]=3)[CH:20]=[C:12]2[N:13]=1)=[O:19])[CH2:28][CH:29]([CH3:30])[CH3:31]. The catalyst is CN(C=O)C.C(Cl)Cl.[Cl-].[NH4+].O.CO. The reactants are [CH3:1][O:2][C:3]1[CH:8]=[CH:7][C:6]([C:9]2[CH:20]=[C:12]3[N:13]=[C:14]([C:17]([OH:19])=O)[CH:15]=[CH:16][N:11]3[N:10]=2)=[CH:5][CH:4]=1.[CH2:21]([NH:26][CH2:27][CH2:28][CH:29]([CH3:31])[CH3:30])[CH2:22][CH:23]([CH3:25])[CH3:24].O.OC1C2N=NNC=2C=CC=1.Cl.C(N=C=NCCCN(C)C)C. (5) The reactants are [F:1][CH:2]([F:18])[O:3][C:4]1[CH:9]=[CH:8][N:7]=[C:6]([CH2:10][C:11]([O:13][C:14](C)(C)C)=[O:12])[CH:5]=1.CO.C(Cl)(=O)C. No catalyst specified. The product is [F:18][CH:2]([F:1])[O:3][C:4]1[CH:9]=[CH:8][N:7]=[C:6]([CH2:10][C:11]([O:13][CH3:14])=[O:12])[CH:5]=1. The yield is 0.960. (6) The reactants are N([O-])=O.[Na+].[NH2:5][C:6]1[CH:7]=[C:8]([OH:12])[CH:9]=[CH:10][CH:11]=1.[N-:13]=[N+:14]=[N-].[Na+]. The catalyst is Cl. The product is [N:5]([C:6]1[CH:7]=[C:8]([OH:12])[CH:9]=[CH:10][CH:11]=1)=[N+:13]=[N-:14]. The yield is 0.730. (7) The reactants are Br[C:2]1[CH:23]=[CH:22][C:5]2[C:6]3[N:7]([CH:11]=[C:12]([C:14]4[N:18]([CH:19]([CH3:21])[CH3:20])[N:17]=[CH:16][N:15]=4)[N:13]=3)[CH2:8][CH2:9][O:10][C:4]=2[CH:3]=1.[CH2:24]([N:26]([CH2:43][CH3:44])[CH2:27][CH2:28][N:29]1[CH:33]=[C:32](B2OC(C)(C)C(C)(C)O2)[CH:31]=[N:30]1)[CH3:25].C(=O)([O-])[O-].[K+].[K+].C(#N)C. The catalyst is C(OCC)(=O)C.O. The product is [CH2:43]([N:26]([CH2:24][CH3:25])[CH2:27][CH2:28][N:29]1[CH:33]=[C:32]([C:2]2[CH:23]=[CH:22][C:5]3[C:6]4[N:7]([CH:11]=[C:12]([C:14]5[N:18]([CH:19]([CH3:21])[CH3:20])[N:17]=[CH:16][N:15]=5)[N:13]=4)[CH2:8][CH2:9][O:10][C:4]=3[CH:3]=2)[CH:31]=[N:30]1)[CH3:44]. The yield is 0.330. (8) The reactants are [CH3:1][O:2][C:3]1[CH:4]=[C:5]([NH:13][C:14]2[CH:19]=[N:18][CH:17]=[C:16](Cl)[N:15]=2)[CH:6]=[C:7]([O:11][CH3:12])[C:8]=1[O:9][CH3:10].[C:21]1(B(O)O)[CH:26]=[CH:25][CH:24]=[CH:23][CH:22]=1. No catalyst specified. The product is [CH3:1][O:2][C:3]1[CH:4]=[C:5]([NH:13][C:14]2[CH:19]=[N:18][CH:17]=[C:16]([C:21]3[CH:26]=[CH:25][CH:24]=[CH:23][CH:22]=3)[N:15]=2)[CH:6]=[C:7]([O:11][CH3:12])[C:8]=1[O:9][CH3:10]. The yield is 0.229.